From a dataset of Reaction yield outcomes from USPTO patents with 853,638 reactions. Predict the reaction yield, written as a fraction of the theoretical maximum amount of product (1.0 means a 100% yield; for example, 0.34 means a 34% yield). (1) The reactants are [NH:1]1[C:9]2[C:4](=[CH:5][CH:6]=[CH:7][CH:8]=2)[CH:3]=[CH:2]1.I[C:11]1[CH:16]=[CH:15][C:14]([CH3:17])=[CH:13][CH:12]=1.C([O-])([O-])=O.[K+].[K+]. The catalyst is CN1CCCC1=O.O.[Cu]. The product is [CH3:17][C:14]1[CH:15]=[CH:16][C:11]([N:1]2[C:9]3[C:4](=[CH:5][CH:6]=[CH:7][CH:8]=3)[CH:3]=[CH:2]2)=[CH:12][CH:13]=1. The yield is 0.790. (2) The reactants are C([O:8][NH:9][C:10]([CH2:12][CH2:13][CH2:14][CH2:15][CH2:16][NH:17][C:18]([C@@H:20]([NH:31][C:32]([C:34]1[CH:43]=[CH:42][C:41]2[C:36](=[CH:37][CH:38]=[CH:39][CH:40]=2)[CH:35]=1)=[O:33])[CH2:21][C:22]1[C:30]2[C:25](=[CH:26][CH:27]=[CH:28][CH:29]=2)[NH:24][CH:23]=1)=[O:19])=[O:11])C1C=CC=CC=1. The catalyst is C(#N)C. The product is [OH:8][NH:9][C:10]([CH2:12][CH2:13][CH2:14][CH2:15][CH2:16][NH:17][C:18]([C@@H:20]([NH:31][C:32]([C:34]1[CH:43]=[CH:42][C:41]2[C:36](=[CH:37][CH:38]=[CH:39][CH:40]=2)[CH:35]=1)=[O:33])[CH2:21][C:22]1[C:30]2[C:25](=[CH:26][CH:27]=[CH:28][CH:29]=2)[NH:24][CH:23]=1)=[O:19])=[O:11]. The yield is 0.0700. (3) The reactants are [CH2:1]([O:5][C:6]1[CH:11]=[C:10]([CH3:12])[C:9]([NH2:13])=[C:8]([CH3:14])[CH:7]=1)[CH2:2][CH2:3][CH3:4].C(N(C(C)C)CC)(C)C.[Cl:24][CH2:25][C:26](Cl)=[O:27]. The product is [Cl:24][CH2:25][C:26]([NH:13][C:9]1[C:10]([CH3:12])=[CH:11][C:6]([O:5][CH2:1][CH2:2][CH2:3][CH3:4])=[CH:7][C:8]=1[CH3:14])=[O:27]. The catalyst is C(Cl)Cl. The yield is 0.980. (4) The catalyst is C(O)(=O)C.ClCCCl. The product is [C:1]([C:3]1[CH:10]=[CH:9][C:6]([CH2:7][N:12]([CH3:13])[CH3:11])=[CH:5][CH:4]=1)#[CH:2]. The yield is 0.920. The reactants are [C:1]([C:3]1[CH:10]=[CH:9][C:6]([CH:7]=O)=[CH:5][CH:4]=1)#[CH:2].[CH3:11][NH:12][CH3:13].[BH-](OC(C)=O)(OC(C)=O)OC(C)=O.[Na+]. (5) The reactants are [Cl-].[NH4+].[Br:3][C:4]1[CH:5]=[C:6]([N+:17]([O-])=O)[C:7]([O:13][CH2:14][CH2:15][CH3:16])=[C:8]([CH:10]2[CH2:12][CH2:11]2)[CH:9]=1. The catalyst is O.C(O)C.C(Cl)Cl.[Zn]. The product is [Br:3][C:4]1[CH:9]=[C:8]([CH:10]2[CH2:12][CH2:11]2)[C:7]([O:13][CH2:14][CH2:15][CH3:16])=[C:6]([CH:5]=1)[NH2:17]. The yield is 0.900. (6) The reactants are [OH:1][C:2]1[C:9]([C:10]([F:13])([F:12])[F:11])=[CH:8][C:5]([CH:6]=[O:7])=[CH:4][C:3]=1[O:14][CH3:15].[OH:16]OS([O-])=O.[K+]. The catalyst is CN(C=O)C.CCOC(C)=O. The product is [OH:1][C:2]1[C:9]([C:10]([F:12])([F:13])[F:11])=[CH:8][C:5]([C:6]([OH:16])=[O:7])=[CH:4][C:3]=1[O:14][CH3:15]. The yield is 0.350. (7) The product is [CH2:1]([N:8]1[C:12]([C:13]2[CH:14]=[CH:15][C:16]3[O:21][CH2:20][CH2:19][CH2:18][C:17]=3[CH:22]=2)=[C:11]([CH:23]([O:29][C:2]([CH3:7])([CH3:3])[CH3:1])[C:24]([O:26][CH2:27][CH3:28])=[O:25])[C:10]([C:30]([F:32])([F:31])[F:33])=[N:9]1)[C:2]1[CH:3]=[CH:4][CH:5]=[CH:6][CH:7]=1. The yield is 0.280. The catalyst is C(OC(C)(C)C)(=O)C. The reactants are [CH2:1]([N:8]1[C:12]([C:13]2[CH:14]=[CH:15][C:16]3[O:21][CH2:20][CH2:19][CH2:18][C:17]=3[CH:22]=2)=[C:11]([CH:23]([OH:29])[C:24]([O:26][CH2:27][CH3:28])=[O:25])[C:10]([C:30]([F:33])([F:32])[F:31])=[N:9]1)[C:2]1[CH:7]=[CH:6][CH:5]=[CH:4][CH:3]=1.Cl(O)(=O)(=O)=O.